Predict the reactants needed to synthesize the given product. From a dataset of Full USPTO retrosynthesis dataset with 1.9M reactions from patents (1976-2016). (1) Given the product [C:1]1([C:7]2[S:11][C:10]([CH2:12][OH:13])=[N:9][N:8]=2)[CH:2]=[CH:3][CH:4]=[CH:5][CH:6]=1, predict the reactants needed to synthesize it. The reactants are: [C:1]1([C:7]2[S:11][C:10]([C:12](OCC)=[O:13])=[N:9][N:8]=2)[CH:6]=[CH:5][CH:4]=[CH:3][CH:2]=1.CO.[BH4-].[Na+]. (2) Given the product [CH3:21][C:17]1[CH:16]=[CH:15][C:14]([S:11]([C:6]2[C:5]3[C:9](=[CH:10][C:2]([Cl:1])=[CH:3][CH:4]=3)[NH:8][CH:7]=2)(=[O:13])=[O:12])=[CH:19][C:18]=1[NH:20][CH:26]1[CH2:27][CH2:28][N:23]([CH3:22])[CH2:24][CH2:25]1, predict the reactants needed to synthesize it. The reactants are: [Cl:1][C:2]1[CH:10]=[C:9]2[C:5]([C:6]([S:11]([C:14]3[CH:15]=[CH:16][C:17]([CH3:21])=[C:18]([NH2:20])[CH:19]=3)(=[O:13])=[O:12])=[CH:7][NH:8]2)=[CH:4][CH:3]=1.[CH3:22][N:23]1[CH2:28][CH2:27][C:26](=O)[CH2:25][CH2:24]1.S([O-])([O-])(=O)=O.[Na+].[Na+].C(O[BH-](OC(=O)C)OC(=O)C)(=O)C.[Na+]. (3) Given the product [OH:10][C:4]([C:11]1[CH:12]=[CH:13][CH:14]=[CH:15][CH:16]=1)([CH2:3][O:2][CH3:1])[CH2:5][CH:6]=[O:9], predict the reactants needed to synthesize it. The reactants are: [CH3:1][O:2][CH2:3][C:4]([C:11]1[CH:16]=[CH:15][CH:14]=[CH:13][CH:12]=1)([OH:10])[CH2:5][CH:6]([OH:9])CO.O. (4) Given the product [Br:8][C:3]1[C:4]([CH3:7])=[N:5][O:6][C:2]=1[NH:1][S:15]([C:12]1[CH:13]=[CH:14][C:9]([CH3:19])=[CH:10][CH:11]=1)(=[O:17])=[O:16], predict the reactants needed to synthesize it. The reactants are: [NH2:1][C:2]1[O:6][N:5]=[C:4]([CH3:7])[C:3]=1[Br:8].[C:9]1([CH3:19])[CH:14]=[CH:13][C:12]([S:15](Cl)(=[O:17])=[O:16])=[CH:11][CH:10]=1. (5) Given the product [Cl:1][C:2]1[CH:3]=[CH:4][C:5]([CH2:6][CH:7]2[C:8]([CH2:26][N:27]3[CH:31]=[N:30][CH:29]=[N:28]3)([OH:32])[C:9]([CH2:13][Cl:35])([CH3:12])[CH2:10][CH2:11]2)=[CH:33][CH:34]=1, predict the reactants needed to synthesize it. The reactants are: [Cl:1][C:2]1[CH:34]=[CH:33][C:5]([CH2:6][CH:7]2[CH2:11][CH2:10][C:9]([CH2:13]COS(C3C=CC(C)=CC=3)(=O)=O)([CH3:12])[C:8]2([OH:32])[CH2:26][N:27]2[CH:31]=[N:30][CH:29]=[N:28]2)=[CH:4][CH:3]=1.[Cl-:35].[Li+]. (6) Given the product [F:27][C:22]1[N:21]=[C:20]2[O:15][C:13]([C:12]3[CH:11]=[CH:10][C:9]([NH:8][CH3:18])=[CH:17][CH:16]=3)=[N:26][C:25]2=[CH:24][CH:23]=1, predict the reactants needed to synthesize it. The reactants are: C(OC([N:8]([CH3:18])[C:9]1[CH:17]=[CH:16][C:12]([C:13]([OH:15])=O)=[CH:11][CH:10]=1)=O)(C)(C)C.F[C:20]1[C:25]([NH2:26])=[CH:24][CH:23]=[C:22]([F:27])[N:21]=1.CN(C=O)C.C([O-])([O-])=O.[K+].[K+]. (7) Given the product [Cl:14][C:13]1[C:8]([NH:7][C@H:3]2[CH2:4][CH2:5][CH2:6][C@H:2]2[NH:1][S:39]([CH3:38])(=[O:41])=[O:40])=[N:9][C:10]([NH:15][C:16]2[CH:30]=[CH:29][C:19]3[CH2:20][CH2:21][N:22]([CH2:25][CH2:26][O:27][CH3:28])[CH2:23][CH2:24][C:18]=3[CH:17]=2)=[N:11][CH:12]=1, predict the reactants needed to synthesize it. The reactants are: [NH2:1][C@@H:2]1[CH2:6][CH2:5][CH2:4][C@@H:3]1[NH:7][C:8]1[C:13]([Cl:14])=[CH:12][N:11]=[C:10]([NH:15][C:16]2[CH:30]=[CH:29][C:19]3[CH2:20][CH2:21][N:22]([CH2:25][CH2:26][O:27][CH3:28])[CH2:23][CH2:24][C:18]=3[CH:17]=2)[N:9]=1.CCN(CC)CC.[CH3:38][S:39](Cl)(=[O:41])=[O:40]. (8) Given the product [Si:1]([O:8][C@@H:9]1[C@@:28]2([CH3:29])[C:13](=[CH:14][CH:15]=[C:16]3[C@@H:27]2[CH2:26][CH2:25][C@@:24]2([CH3:30])[C@H:17]3[CH2:18][CH:19]=[C:20]2[C@H:21]([O:23][CH2:57][C:58]#[C:59][C:60]([CH2:71][CH3:72])([O:63][Si:64]([CH2:69][CH3:70])([CH2:65][CH3:66])[CH2:67][CH3:68])[CH2:61][CH3:62])[CH3:22])[CH2:12][C@@H:11]([O:31][Si:32]([C:35]([CH3:37])([CH3:36])[CH3:38])([CH3:33])[CH3:34])[CH2:10]1)([C:4]([CH3:7])([CH3:6])[CH3:5])([CH3:3])[CH3:2], predict the reactants needed to synthesize it. The reactants are: [Si:1]([O:8][C@@H:9]1[C@@:28]2([CH3:29])[C:13](=[CH:14][CH:15]=[C:16]3[C@@H:27]2[CH2:26][CH2:25][C@@:24]2([CH3:30])[C@H:17]3[CH2:18][CH:19]=[C:20]2[C@H:21]([OH:23])[CH3:22])[CH2:12][C@@H:11]([O:31][Si:32]([C:35]([CH3:38])([CH3:37])[CH3:36])([CH3:34])[CH3:33])[CH2:10]1)([C:4]([CH3:7])([CH3:6])[CH3:5])([CH3:3])[CH3:2].[H-].[Na+].C1OCCOCCOCCOCCOC1.Br[CH2:57][C:58]#[C:59][C:60]([CH2:71][CH3:72])([O:63][Si:64]([CH2:69][CH3:70])([CH2:67][CH3:68])[CH2:65][CH3:66])[CH2:61][CH3:62]. (9) Given the product [NH2:13][C:2]1[CH:3]=[C:4]([S:8]([NH:11][CH3:12])(=[O:10])=[O:9])[CH:5]=[N:6][CH:7]=1, predict the reactants needed to synthesize it. The reactants are: Br[C:2]1[CH:3]=[C:4]([S:8]([NH:11][CH3:12])(=[O:10])=[O:9])[CH:5]=[N:6][CH:7]=1.[NH4+:13].[OH-].[S-2].[Na+].[Na+].